Dataset: Reaction yield outcomes from USPTO patents with 853,638 reactions. Task: Predict the reaction yield, written as a fraction of the theoretical maximum amount of product (1.0 means a 100% yield; for example, 0.34 means a 34% yield). (1) The reactants are [C:1]1([CH2:7][N:8]2[CH2:12][CH:11]3[C:13](=[O:17])[NH:14][C:15](=[O:16])[CH:10]3[CH2:9]2)[CH:6]=[CH:5][CH:4]=[CH:3][CH:2]=1.[H-].[H-].[H-].[H-].[Li+].[Al+3]. The catalyst is C1COCC1. The product is [C:1]1([CH2:7][N:14]2[C:13](=[O:17])[CH:11]3[CH:10]([CH2:9][N:8]([CH2:7][C:1]4[CH:2]=[CH:3][CH:4]=[CH:5][CH:6]=4)[CH2:12]3)[C:15]2=[O:16])[CH:6]=[CH:5][CH:4]=[CH:3][CH:2]=1. The yield is 0.660. (2) The yield is 0.720. The reactants are [CH3:1][C:2]1[CH:11]=[CH:10][C:9]2[C:4](=[CH:5][CH:6]=[C:7]3[O:15][CH2:14][C@H:13]([CH2:16]OS(C4C=CC(C)=CC=4)(=O)=O)[O:12][C:8]3=2)[N:3]=1.[NH:28]1[CH2:33][CH:32]=[C:31]([C:34]2[C:42]3[C:37](=[CH:38][CH:39]=[CH:40][CH:41]=3)[NH:36][CH:35]=2)[CH2:30][CH2:29]1.C([O-])([O-])=O.[K+].[K+].CN(C=O)C. The catalyst is C1COCC1.O. The product is [NH:36]1[C:37]2[C:42](=[CH:41][CH:40]=[CH:39][CH:38]=2)[C:34]([C:31]2[CH2:32][CH2:33][N:28]([CH2:16][C@@H:13]3[O:12][C:8]4=[C:9]5[C:4](=[CH:5][CH:6]=[C:7]4[O:15][CH2:14]3)[N:3]=[C:2]([CH3:1])[CH:11]=[CH:10]5)[CH2:29][CH:30]=2)=[CH:35]1.